Dataset: Catalyst prediction with 721,799 reactions and 888 catalyst types from USPTO. Task: Predict which catalyst facilitates the given reaction. (1) Reactant: [Cl:1][C:2]1[CH:7]=[C:6]2[NH:8][C:9](=[O:31])[C:10]3([CH:15]([C:16]4[CH:21]=[CH:20][CH:19]=[C:18]([Cl:22])[CH:17]=4)[CH2:14][C:13](=O)[NH:12][CH:11]3[C:24]3[CH:29]=[CH:28][CH:27]=[C:26]([F:30])[CH:25]=3)[C:5]2=[CH:4][CH:3]=1.[N:32]([C:35]([CH3:38])([CH3:37])[CH3:36])=[C:33]=[O:34]. Product: [C:35]([NH:32][C:33]([N:12]1[CH2:13][CH2:14][CH:15]([C:16]2[CH:21]=[CH:20][CH:19]=[C:18]([Cl:22])[CH:17]=2)[C:10]2([C:5]3[C:6](=[CH:7][C:2]([Cl:1])=[CH:3][CH:4]=3)[NH:8][C:9]2=[O:31])[CH:11]1[C:24]1[CH:29]=[CH:28][CH:27]=[C:26]([F:30])[CH:25]=1)=[O:34])([CH3:38])([CH3:37])[CH3:36]. The catalyst class is: 4. (2) Reactant: ClC(Cl)(Cl)C(=N)O[CH:5]([C:7]1[CH:8]=[C:9]([Br:24])[CH:10]=[C:11]2[C:15]=1[N:14]([CH2:16][O:17][CH2:18][CH2:19][Si:20]([CH3:23])([CH3:22])[CH3:21])[N:13]=[CH:12]2)[CH3:6].[F:28][C:29]1[CH:34]=[CH:33][C:32]([C:35]2([CH2:48][OH:49])[CH2:40][CH2:39][N:38]([C:41]([O:43][C:44]([CH3:47])([CH3:46])[CH3:45])=[O:42])[CH2:37][CH2:36]2)=[CH:31][CH:30]=1.C1CCCCC1. Product: [Br:24][C:9]1[CH:10]=[C:11]2[C:15](=[C:7]([CH:5]([O:49][CH2:48][C:35]3([C:32]4[CH:31]=[CH:30][C:29]([F:28])=[CH:34][CH:33]=4)[CH2:36][CH2:37][N:38]([C:41]([O:43][C:44]([CH3:45])([CH3:46])[CH3:47])=[O:42])[CH2:39][CH2:40]3)[CH3:6])[CH:8]=1)[N:14]([CH2:16][O:17][CH2:18][CH2:19][Si:20]([CH3:22])([CH3:21])[CH3:23])[N:13]=[CH:12]2. The catalyst class is: 4. (3) Reactant: ClCCl.B(Br)(Br)Br.[Br:8][C:9]1[C:10](=[O:24])[N:11]([C:16]2[CH:21]=[CH:20][C:19]([O:22]C)=[CH:18][CH:17]=2)[N:12]=[CH:13][C:14]=1[Br:15]. Product: [Br:8][C:9]1[C:10](=[O:24])[N:11]([C:16]2[CH:17]=[CH:18][C:19]([OH:22])=[CH:20][CH:21]=2)[N:12]=[CH:13][C:14]=1[Br:15]. The catalyst class is: 6. (4) Product: [C:1]([O:5][C:6]([NH:8][C:9]1[CH:13]=[C:12]([Cl:26])[NH:11][C:10]=1[C:14]([O:16][CH2:17][CH3:18])=[O:15])=[O:7])([CH3:4])([CH3:3])[CH3:2]. The catalyst class is: 49. Reactant: [C:1]([O:5][C:6]([NH:8][C:9]1[CH:13]=[CH:12][NH:11][C:10]=1[C:14]([O:16][CH2:17][CH3:18])=[O:15])=[O:7])([CH3:4])([CH3:3])[CH3:2].C1C(=O)N([Cl:26])C(=O)C1. (5) Reactant: [OH:1][CH2:2][C:3]1[CH:4]=[C:5]([NH:9][C:10]([NH:12][C:13]2[C:18]([CH3:19])=[CH:17][C:16]([CH3:20])=[CH:15][C:14]=2[CH3:21])=[S:11])[CH:6]=[CH:7][CH:8]=1.BrBr. Product: [OH:1][CH2:2][C:3]1[C:4]2[S:11][C:10]([NH:12][C:13]3[C:18]([CH3:19])=[CH:17][C:16]([CH3:20])=[CH:15][C:14]=3[CH3:21])=[N:9][C:5]=2[CH:6]=[CH:7][CH:8]=1. The catalyst class is: 15. (6) Reactant: [Br:1][C:2]1[CH:7]=[C:6]([C:8]#[N:9])[CH:5]=[CH:4][C:3]=1[CH:10]([C:19]1[C:20](=[O:37])[N:21]([CH3:36])[CH2:22][CH2:23][C:24]=1[NH:25][C:26]1[CH:31]=[CH:30][CH:29]=[C:28]([C:32]([F:35])([F:34])[F:33])[CH:27]=1)[NH:11][C:12](=O)[O:13]C(C)(C)C.C[Si](I)(C)C.O.C(N1C=CN=C1)(N1C=CN=C1)=O. Product: [Br:1][C:2]1[CH:7]=[C:6]([CH:5]=[CH:4][C:3]=1[CH:10]1[NH:11][C:12](=[O:13])[N:25]([C:26]2[CH:31]=[CH:30][CH:29]=[C:28]([C:32]([F:33])([F:34])[F:35])[CH:27]=2)[C:24]2[CH2:23][CH2:22][N:21]([CH3:36])[C:20](=[O:37])[C:19]1=2)[C:8]#[N:9]. The catalyst class is: 10. (7) Product: [CH3:18][O:17][CH2:16][CH2:15][CH2:14][N:11]1[C:12]2[C:8](=[CH:7][CH:6]=[C:5]([C:3]([OH:4])=[O:2])[CH:13]=2)[CH:9]=[CH:10]1. Reactant: C[O:2][C:3]([C:5]1[CH:13]=[C:12]2[C:8]([CH:9]=[CH:10][N:11]2[CH2:14][CH2:15][CH2:16][O:17][CH3:18])=[CH:7][CH:6]=1)=[O:4].[OH-].[Na+]. The catalyst class is: 5.